This data is from Full USPTO retrosynthesis dataset with 1.9M reactions from patents (1976-2016). The task is: Predict the reactants needed to synthesize the given product. The reactants are: [F:1][C:2]1[CH:3]=[C:4]([CH:7]=[CH:8][C:9]=1[C:10]([F:13])([F:12])[F:11])[CH2:5][NH2:6].[CH:14]1[C:23]2[C:18](=[C:19]([CH:24]([CH2:28][CH3:29])[C:25](O)=[O:26])[CH:20]=[CH:21][CH:22]=2)[CH:17]=[CH:16][N:15]=1.C1C2C(=C(CC(O)=O)C=CC=2)C=CN=1.ClC1C=CC(CN=C=O)=CC=1Cl. Given the product [F:1][C:2]1[CH:3]=[C:4]([CH:7]=[CH:8][C:9]=1[C:10]([F:11])([F:12])[F:13])[CH2:5][NH:6][C:25](=[O:26])[CH:24]([C:19]1[CH:20]=[CH:21][CH:22]=[C:23]2[C:18]=1[CH:17]=[CH:16][N:15]=[CH:14]2)[CH2:28][CH3:29], predict the reactants needed to synthesize it.